From a dataset of Forward reaction prediction with 1.9M reactions from USPTO patents (1976-2016). Predict the product of the given reaction. (1) Given the reactants Br[CH2:2][C:3]1[N:4]([CH3:28])[C:5]2[C:10]([N:11]=1)=[C:9]([N:12]1[CH2:17][CH2:16][O:15][CH2:14][CH2:13]1)[N:8]=[C:7]([N:18]1[C:22]3[CH:23]=[CH:24][CH:25]=[CH:26][C:21]=3[N:20]=[C:19]1[CH3:27])[N:6]=2.[CH2:29]1[C:37]2[C:32](=[CH:33][CH:34]=[CH:35][CH:36]=2)[CH2:31][NH:30]1, predict the reaction product. The product is: [CH2:29]1[C:37]2[C:32](=[CH:33][CH:34]=[CH:35][CH:36]=2)[CH2:31][N:30]1[CH2:2][C:3]1[N:4]([CH3:28])[C:5]2[C:10]([N:11]=1)=[C:9]([N:12]1[CH2:17][CH2:16][O:15][CH2:14][CH2:13]1)[N:8]=[C:7]([N:18]1[C:22]3[CH:23]=[CH:24][CH:25]=[CH:26][C:21]=3[N:20]=[C:19]1[CH3:27])[N:6]=2. (2) Given the reactants [Br:1][C:2]1[C:3]([O:13][CH2:14][CH2:15][CH2:16][C:17]2[C:18]([CH2:32][CH2:33][CH3:34])=[N:19][N:20]([C:22]3[CH:27]=[CH:26][C:25]([C:28]([F:31])([F:30])[F:29])=[CH:24][N:23]=3)[CH:21]=2)=[C:4]([CH2:8][C:9]([O:11]C)=[O:10])[CH:5]=[CH:6][CH:7]=1.[OH-].[Na+].O1CCCC1.Cl, predict the reaction product. The product is: [Br:1][C:2]1[C:3]([O:13][CH2:14][CH2:15][CH2:16][C:17]2[C:18]([CH2:32][CH2:33][CH3:34])=[N:19][N:20]([C:22]3[CH:27]=[CH:26][C:25]([C:28]([F:31])([F:29])[F:30])=[CH:24][N:23]=3)[CH:21]=2)=[C:4]([CH2:8][C:9]([OH:11])=[O:10])[CH:5]=[CH:6][CH:7]=1. (3) Given the reactants C([NH:9][C:10]1[O:11][C@H:12]([C:28]([F:31])([F:30])[F:29])[CH2:13][C@:14]([C:18]2[CH:19]=[C:20]([CH:24]=[CH:25][C:26]=2[F:27])[C:21]([OH:23])=O)([CH2:16][F:17])[N:15]=1)(=O)C1C=CC=CC=1.[NH2:32][C:33]1[CH:38]=[CH:37][C:36]([Cl:39])=[CH:35][C:34]=1O, predict the reaction product. The product is: [Cl:39][C:36]1[CH:37]=[CH:38][C:33]2[N:32]=[C:21]([C:20]3[CH:24]=[CH:25][C:26]([F:27])=[C:18]([C@:14]4([CH2:16][F:17])[CH2:13][C@@H:12]([C:28]([F:29])([F:30])[F:31])[O:11][C:10]([NH2:9])=[N:15]4)[CH:19]=3)[O:23][C:34]=2[CH:35]=1. (4) Given the reactants BrC1C([C@@H](NC(=O)CN2C3C(F)(F)CCC(F)(F)C=3C(C(F)F)=N2)CC2C=C(F)C=C(F)C=2)=NC=C(Br)C=1.[OH:39][C:40]1([C:43]2[C:51]3[CH2:50][CH2:49][CH2:48][CH2:47][C:46]=3[N:45]([CH2:52][C:53]([OH:55])=O)[N:44]=2)[CH2:42][CH2:41]1.[NH2:56][C@H:57]([C:67]1[C:72]([C:73]2[CH:74]=[CH:75][C:76]([Cl:88])=[C:77]3[C:81]=2[N:80]([CH3:82])[N:79]=[C:78]3[NH:83][S:84]([CH3:87])(=[O:86])=[O:85])=[CH:71][CH:70]=[C:69]([C:89]#[C:90][C:91]([OH:94])([CH3:93])[CH3:92])[N:68]=1)[CH2:58][C:59]1[CH:64]=[C:63]([F:65])[CH:62]=[C:61]([F:66])[CH:60]=1, predict the reaction product. The product is: [Cl:88][C:76]1[CH:75]=[CH:74][C:73]([C:72]2[C:67]([C@@H:57]([NH:56][C:53](=[O:55])[CH2:52][N:45]3[C:46]4[CH2:47][CH2:48][CH2:49][CH2:50][C:51]=4[C:43]([C:40]4([OH:39])[CH2:41][CH2:42]4)=[N:44]3)[CH2:58][C:59]3[CH:60]=[C:61]([F:66])[CH:62]=[C:63]([F:65])[CH:64]=3)=[N:68][C:69]([C:89]#[C:90][C:91]([OH:94])([CH3:92])[CH3:93])=[CH:70][CH:71]=2)=[C:81]2[C:77]=1[C:78]([NH:83][S:84]([CH3:87])(=[O:86])=[O:85])=[N:79][N:80]2[CH3:82]. (5) Given the reactants CC1SC=C(COC2C=CC([N+]([O-])=O)=C([N+]([O-])=O)C=2)N=1.O1CCN(C2C=CC([NH:33][C:34]([C:36]3[CH:43]=[CH:42][C:39](C=O)=[CH:38][CH:37]=3)=[O:35])=CC=2)CC1, predict the reaction product. The product is: [C:34]([NH2:33])(=[O:35])[C:36]1[CH:43]=[CH:42][CH:39]=[CH:38][CH:37]=1. (6) Given the reactants [O:1]1[CH2:5][CH2:4][O:3][CH:2]1[C:6]1[CH:11]=[CH:10][C:9]([O:12][C:13]2[CH:19]=[CH:18][C:16]([NH2:17])=[C:15]([CH3:20])[CH:14]=2)=[CH:8][CH:7]=1.[C:21]([O-:24])(=O)[CH3:22].[K+].C(OC(=O)C)(=O)C.C(O[N:39]=O)CC(C)C.C1OCCOCCOCCOCCOCCOC1.C([O-])(O)=O.[Na+], predict the reaction product. The product is: [C:21]([N:17]1[C:16]2[C:15](=[CH:14][C:13]([O:12][C:9]3[CH:10]=[CH:11][C:6]([CH:2]4[O:3][CH2:4][CH2:5][O:1]4)=[CH:7][CH:8]=3)=[CH:19][CH:18]=2)[CH:20]=[N:39]1)(=[O:24])[CH3:22]. (7) Given the reactants [NH2:1][C:2]1[N:10]=[C:9]([O:11][CH:12]2[CH2:16][CH2:15][CH2:14][CH2:13]2)[N:8]=[C:7]2[C:3]=1[N:4]=[CH:5][N:6]2[C@H:17]1[C@@H:21]2[O:22]C(C)(C)[O:24][C@@H:20]2[C:19]([CH2:29][OH:30])([CH2:27][OH:28])[O:18]1.NC1N=C(OC2CCCC2)N=C2C=1N=CN2[C@H]1[C@@H]2OCO[C@@H]2C(CO)(CO)O1, predict the reaction product. The product is: [NH2:1][C:2]1[N:10]=[C:9]([O:11][CH:12]2[CH2:13][CH2:14][CH2:15][CH2:16]2)[N:8]=[C:7]2[C:3]=1[N:4]=[CH:5][N:6]2[C@@H:17]1[O:18][C:19]([CH2:27][OH:28])([CH2:29][OH:30])[C@@H:20]([OH:24])[C@H:21]1[OH:22].